This data is from Reaction yield outcomes from USPTO patents with 853,638 reactions. The task is: Predict the reaction yield, written as a fraction of the theoretical maximum amount of product (1.0 means a 100% yield; for example, 0.34 means a 34% yield). (1) The reactants are [CH3:1][C@@H:2]1[CH2:7][NH:6][CH2:5][CH2:4][NH:3]1.[F:8][C:9]1[CH:16]=[CH:15][C:12]([CH2:13]Br)=[CH:11][CH:10]=1.C(=O)(O)[O-].[Na+]. The catalyst is C(O)C. The product is [F:8][C:9]1[CH:16]=[CH:15][C:12]([CH2:13][N:6]2[CH2:5][CH2:4][NH:3][C@H:2]([CH3:1])[CH2:7]2)=[CH:11][CH:10]=1. The yield is 0.290. (2) The reactants are Br[C:2]1[CH:7]=[CH:6][C:5]([C:8]2[N:9]([CH2:14][C@@H:15]3[CH2:19][CH2:18][N:17]([C:20]([CH:22]4[CH2:24][CH2:23]4)=[O:21])[CH2:16]3)[C:10](=[O:13])[NH:11][N:12]=2)=[CH:4][CH:3]=1.[NH:25]1[C:33]2[C:28](=[CH:29][C:30](B(O)O)=[CH:31][CH:32]=2)[CH:27]=[CH:26]1.[O-]P([O-])([O-])=O.[K+].[K+].[K+]. The catalyst is CCO.C1C=CC([P]([Pd]([P](C2C=CC=CC=2)(C2C=CC=CC=2)C2C=CC=CC=2)([P](C2C=CC=CC=2)(C2C=CC=CC=2)C2C=CC=CC=2)[P](C2C=CC=CC=2)(C2C=CC=CC=2)C2C=CC=CC=2)(C2C=CC=CC=2)C2C=CC=CC=2)=CC=1. The product is [CH:22]1([C:20]([N:17]2[CH2:18][CH2:19][C@@H:15]([CH2:14][N:9]3[C:8]([C:5]4[CH:6]=[CH:7][C:2]([C:30]5[CH:29]=[C:28]6[C:33](=[CH:32][CH:31]=5)[NH:25][CH:26]=[CH:27]6)=[CH:3][CH:4]=4)=[N:12][NH:11][C:10]3=[O:13])[CH2:16]2)=[O:21])[CH2:24][CH2:23]1. The yield is 0.505. (3) The reactants are [Br:1][C:2]1[CH:7]=[C:6]([C:8]#[CH:9])[CH:5]=[CH:4][C:3]=1[F:10].I[C:12]1[CH:13]=[C:14]([S:18]([F:23])([F:22])([F:21])([F:20])[F:19])[CH:15]=[CH:16][CH:17]=1. No catalyst specified. The product is [Br:1][C:2]1[CH:7]=[C:6]([C:8]#[C:9][C:16]2[CH:17]=[CH:12][CH:13]=[C:14]([S:18]([F:20])([F:22])([F:23])([F:19])[F:21])[CH:15]=2)[CH:5]=[CH:4][C:3]=1[F:10]. The yield is 0.800. (4) The reactants are [F:1][C:2]1[C:3]([O:12][CH3:13])=[CH:4][C:5]2[S:9][C:8]([NH2:10])=[N:7][C:6]=2[CH:11]=1.Br[CH2:15][CH:16]1[CH2:21][CH2:20][CH2:19][CH2:18][CH2:17]1.C(=O)([O-])[O-].[K+].[K+]. The catalyst is CN1C(=O)CCC1. The product is [CH:16]1([CH2:15][NH:10][C:8]2[S:9][C:5]3[CH:4]=[C:3]([O:12][CH3:13])[C:2]([F:1])=[CH:11][C:6]=3[N:7]=2)[CH2:21][CH2:20][CH2:19][CH2:18][CH2:17]1. The yield is 0.600. (5) The reactants are [C:1]1([CH:7]=[CH:8][C:9]([NH:11][C@H:12]([C:14]2[CH:15]=[C:16](OS(C(F)(F)F)(=O)=O)[CH:17]=[CH:18][CH:19]=2)[CH3:13])=[O:10])[CH:6]=[CH:5][CH:4]=[CH:3][CH:2]=1.[CH:28]12[CH2:34][CH:31]([NH:32][CH2:33]1)[CH2:30][O:29]2.C(=O)([O-])[O-].[K+].[K+].C(N(CC)CC)C. The catalyst is C1(C)C=CC=CC=1.ClCCl.[Pd].C1(P(C2C=CC=CC=2)C2C=CC=CC=2)C=CC=CC=1.C1(P(C2C=CC=CC=2)C2C=CC=CC=2)C=CC=CC=1.C1(P(C2C=CC=CC=2)C2C=CC=CC=2)C=CC=CC=1.C1(P(C2C=CC=CC=2)C2C=CC=CC=2)C=CC=CC=1. The product is [CH:28]12[CH2:34][CH:31]([N:32]([C:16]3[CH:15]=[C:14]([C@@H:12]([NH:11][C:9](=[O:10])[CH:8]=[CH:7][C:1]4[CH:6]=[CH:5][CH:4]=[CH:3][CH:2]=4)[CH3:13])[CH:19]=[CH:18][CH:17]=3)[CH2:33]1)[CH2:30][O:29]2. The yield is 0.160. (6) The reactants are [Cl:1][C:2]1[CH:21]=[C:20]([C:22]([F:25])([F:24])[F:23])[CH:19]=[CH:18][C:3]=1[CH2:4][N:5]1[C:9](/[CH:10]=[CH:11]/[C:12](O)=[O:13])=[CH:8][C:7]([CH:15]2[CH2:17][CH2:16]2)=[N:6]1.[CH2:26]([S:31]([NH2:34])(=[O:33])=[O:32])[CH2:27][CH2:28][CH2:29][CH3:30].N12CCCN=C1CCCCC2.Cl. The catalyst is CN(C)C=O.O. The product is [Cl:1][C:2]1[CH:21]=[C:20]([C:22]([F:24])([F:25])[F:23])[CH:19]=[CH:18][C:3]=1[CH2:4][N:5]1[C:9](/[CH:10]=[CH:11]/[C:12]([NH:34][S:31]([CH2:26][CH2:27][CH2:28][CH2:29][CH3:30])(=[O:33])=[O:32])=[O:13])=[CH:8][C:7]([CH:15]2[CH2:17][CH2:16]2)=[N:6]1. The yield is 0.460. (7) The reactants are Br[C:2]1[N:3]=[C:4]([C:9]2[N:10]([CH2:18][CH3:19])[C:11]3[CH:16]=[CH:15][N:14]=[CH:13][C:12]=3[N:17]=2)[C:5]([NH2:8])=[N:6][CH:7]=1.CC1(C)C(C)(C)OB([C:28]2[CH:29]=[C:30]([CH:32]=[CH:33][CH:34]=2)[NH2:31])O1.C([O-])([O-])=O.[Na+].[Na+].O.[NH2:43]N.[CH3:45][CH2:46][OH:47]. The catalyst is CO.CN(C=O)C. The product is [NH2:8][C:5]1[N:6]=[CH:7][C:2]([C:33]2[CH:32]=[C:30]([NH:31][C:46](=[O:47])[CH2:45][NH2:43])[CH:29]=[CH:28][CH:34]=2)=[N:3][C:4]=1[C:9]1[N:10]([CH2:18][CH3:19])[C:11]2[CH:16]=[CH:15][N:14]=[CH:13][C:12]=2[N:17]=1. The yield is 0.410. (8) The reactants are [F:1][CH:2]([F:19])[C:3]1[N:4]=[CH:5][N:6]([C:8]2[CH:13]=[CH:12][C:11]([N+:14]([O-])=O)=[CH:10][C:9]=2[O:17][CH3:18])[CH:7]=1. The catalyst is [Pd].CO. The product is [F:19][CH:2]([F:1])[C:3]1[N:4]=[CH:5][N:6]([C:8]2[CH:13]=[CH:12][C:11]([NH2:14])=[CH:10][C:9]=2[O:17][CH3:18])[CH:7]=1. The yield is 0.810. (9) The catalyst is CCO. The yield is 0.900. The reactants are Br[CH2:2][C:3]([C:5]1[C:10]([CH3:11])=[CH:9][C:8]([S:12][C:13]2[CH:18]=[CH:17][C:16]([O:19][CH3:20])=[CH:15][CH:14]=2)=[CH:7][C:6]=1[CH3:21])=O.[NH2:22][C:23]([NH2:25])=[S:24]. The product is [CH3:20][O:19][C:16]1[CH:17]=[CH:18][C:13]([S:12][C:8]2[CH:9]=[C:10]([CH3:11])[C:5]([C:3]3[N:22]=[C:23]([NH2:25])[S:24][CH:2]=3)=[C:6]([CH3:21])[CH:7]=2)=[CH:14][CH:15]=1. (10) The reactants are [CH2:1]([NH:8][C:9](=[O:17])[C:10]1[CH:15]=[CH:14][N:13]=[C:12](Cl)[CH:11]=1)[C:2]1[CH:7]=[CH:6][CH:5]=[CH:4][CH:3]=1.[C:18]1([C:24]2[CH:29]=[CH:28][NH:27][C:26](=[O:30])[CH:25]=2)[CH:23]=[CH:22][CH:21]=[CH:20][CH:19]=1.C(=O)([O-])[O-].[K+].[K+]. The catalyst is CN(C)C=O.[Cu]I. The product is [CH2:1]([NH:8][C:9](=[O:17])[C:10]1[CH:15]=[CH:14][N:13]=[C:12]([N:27]2[CH:28]=[CH:29][C:24]([C:18]3[CH:19]=[CH:20][CH:21]=[CH:22][CH:23]=3)=[CH:25][C:26]2=[O:30])[CH:11]=1)[C:2]1[CH:7]=[CH:6][CH:5]=[CH:4][CH:3]=1. The yield is 0.250.